This data is from Forward reaction prediction with 1.9M reactions from USPTO patents (1976-2016). The task is: Predict the product of the given reaction. (1) Given the reactants [N+:1]([C:4]1[CH:11]=[C:10]([OH:12])[C:9]([O:13][CH3:14])=[CH:8][C:5]=1[C:6]#[N:7])([O-:3])=[O:2].C1(C)C=CC(S(O[CH2:25][CH:26]2[CH2:31][CH2:30][N:29]([C:32]([O:34][C:35]([CH3:38])([CH3:37])[CH3:36])=[O:33])[CH2:28][CH2:27]2)(=O)=O)=CC=1.C([O-])([O-])=O.[K+].[K+], predict the reaction product. The product is: [N+:1]([C:4]1[CH:11]=[C:10]([O:12][CH2:25][CH:26]2[CH2:31][CH2:30][N:29]([C:32]([O:34][C:35]([CH3:36])([CH3:38])[CH3:37])=[O:33])[CH2:28][CH2:27]2)[C:9]([O:13][CH3:14])=[CH:8][C:5]=1[C:6]#[N:7])([O-:3])=[O:2]. (2) Given the reactants [CH3:1][O:2][C:3]1[CH:8]=[CH:7][C:6]([N+:9]([O-:11])=[O:10])=[CH:5][C:4]=1[OH:12].Cl.Cl[CH2:15][CH2:16][N:17]1[CH2:22][CH2:21][O:20][CH2:19][CH2:18]1, predict the reaction product. The product is: [CH3:1][O:2][C:3]1[CH:8]=[CH:7][C:6]([N+:9]([O-:11])=[O:10])=[CH:5][C:4]=1[O:12][CH2:15][CH2:16][N:17]1[CH2:22][CH2:21][O:20][CH2:19][CH2:18]1. (3) The product is: [C:2]([C:4]1([NH:7][C:8]([C@@H:10]2[CH2:14][C@@H:13]([S:15]([C:18]3[CH:23]=[CH:22][CH:21]=[CH:20][C:19]=3[Cl:24])(=[O:17])=[O:16])[CH2:12][N:11]2[CH2:25][CH:26]([CH3:27])[C:29]([F:32])([F:31])[F:30])=[O:9])[CH2:6][CH2:5]1)#[N:3]. Given the reactants Cl.[C:2]([C:4]1([NH:7][C:8]([C@@H:10]2[CH2:14][C@@H:13]([S:15]([C:18]3[CH:23]=[CH:22][CH:21]=[CH:20][C:19]=3[Cl:24])(=[O:17])=[O:16])[CH2:12][NH:11]2)=[O:9])[CH2:6][CH2:5]1)#[N:3].[CH3:25][CH:26]([C:29]([F:32])([F:31])[F:30])[CH:27]=O, predict the reaction product.